From a dataset of Reaction yield outcomes from USPTO patents with 853,638 reactions. Predict the reaction yield, written as a fraction of the theoretical maximum amount of product (1.0 means a 100% yield; for example, 0.34 means a 34% yield). (1) The reactants are C[O:2][C:3]([C:5]1[S:6][C:7]([C:10]2[CH:15]=[CH:14][C:13]([F:16])=[CH:12][CH:11]=2)=[CH:8][CH:9]=1)=[O:4].[OH-].[Na+].Cl. The catalyst is CO.O1CCCC1. The product is [F:16][C:13]1[CH:12]=[CH:11][C:10]([C:7]2[S:6][C:5]([C:3]([OH:4])=[O:2])=[CH:9][CH:8]=2)=[CH:15][CH:14]=1. The yield is 0.981. (2) The reactants are [OH:1][CH2:2][CH2:3][O:4][CH2:5][CH2:6][O:7][C:8]1[CH:13]=[CH:12][C:11]([C:14]([C:16]2[CH:21]=[CH:20][C:19]([OH:22])=[CH:18][CH:17]=2)=O)=[CH:10][CH:9]=1.[CH3:23][C:24]1([CH3:33])[CH2:29][C:28]([CH3:31])([CH3:30])[CH2:27][C:26](=O)[CH2:25]1. The catalyst is C1COCC1.[Zn].Cl[Ti](Cl)(Cl)Cl. The product is [OH:1][CH2:2][CH2:3][O:4][CH2:5][CH2:6][O:7][C:8]1[CH:13]=[CH:12][C:11]([C:14](=[C:26]2[CH2:27][C:28]([CH3:31])([CH3:30])[CH2:29][C:24]([CH3:33])([CH3:23])[CH2:25]2)[C:16]2[CH:21]=[CH:20][C:19]([OH:22])=[CH:18][CH:17]=2)=[CH:10][CH:9]=1. The yield is 0.750. (3) The catalyst is CN(C=O)C.O. The yield is 0.780. The reactants are Cl[C:2]1[CH:7]=[CH:6][N:5]=[C:4]([C:8]([NH2:10])=[O:9])[CH:3]=1.[OH:11][C:12]1[CH:13]=[CH:14][C:15]([NH:18][C:19]([C:21]2[C:22](=[O:36])[N:23]([C:30]3[CH:35]=[CH:34][CH:33]=[CH:32][CH:31]=3)[N:24]3[CH2:29][CH2:28][CH2:27][CH2:26][C:25]=23)=[O:20])=[N:16][CH:17]=1.CC([O-])(C)C.[K+]. The product is [C:8]([C:4]1[CH:3]=[C:2]([O:11][C:12]2[CH:13]=[CH:14][C:15]([NH:18][C:19]([C:21]3[C:22](=[O:36])[N:23]([C:30]4[CH:31]=[CH:32][CH:33]=[CH:34][CH:35]=4)[N:24]4[CH2:29][CH2:28][CH2:27][CH2:26][C:25]=34)=[O:20])=[N:16][CH:17]=2)[CH:7]=[CH:6][N:5]=1)(=[O:9])[NH2:10]. (4) The reactants are [Si:1]([O:18][CH2:19][C@H:20]1[N:25]([C:26](=[O:55])[CH2:27][C@@H:28]([NH:37][C:38]2[CH:43]=[CH:42][C:41]([S:44]([NH2:47])(=[O:46])=[O:45])=[CH:40][C:39]=2[S:48]([C:51]([F:54])([F:53])[F:52])(=[O:50])=[O:49])[CH2:29][S:30][C:31]2[CH:36]=[CH:35][CH:34]=[CH:33][CH:32]=2)[CH2:24][CH2:23][O:22][CH2:21]1)([C:14]([CH3:17])([CH3:16])[CH3:15])([C:8]1[CH:13]=[CH:12][CH:11]=[CH:10][CH:9]=1)[C:2]1[CH:7]=[CH:6][CH:5]=[CH:4][CH:3]=1.Cl.[Si](OC[C@H]1COCCN1)(C(C)(C)C)(C1C=CC=CC=1)C1C=CC=CC=1.C1(SC[C@H](NC2C=CC(S(=O)(=O)N)=CC=2S(C(F)(F)F)(=O)=O)CC(O)=O)C=CC=CC=1. No catalyst specified. The product is [Si:1]([O:18][CH2:19][C@@H:20]1[N:25]([C:26](=[O:55])[CH2:27][C@@H:28]([NH:37][C:38]2[CH:43]=[CH:42][C:41]([S:44]([NH2:47])(=[O:46])=[O:45])=[CH:40][C:39]=2[S:48]([C:51]([F:52])([F:54])[F:53])(=[O:49])=[O:50])[CH2:29][S:30][C:31]2[CH:36]=[CH:35][CH:34]=[CH:33][CH:32]=2)[CH2:24][CH2:23][O:22][CH2:21]1)([C:14]([CH3:15])([CH3:16])[CH3:17])([C:2]1[CH:7]=[CH:6][CH:5]=[CH:4][CH:3]=1)[C:8]1[CH:9]=[CH:10][CH:11]=[CH:12][CH:13]=1. The yield is 0.240. (5) The catalyst is N1C=CC=CC=1. The yield is 0.520. The reactants are [OH:1][C:2]1[CH:3]=[N:4][C:5]([NH2:8])=[N:6][CH:7]=1.[C:9](Cl)(=[O:15])[CH2:10][CH2:11][CH2:12][CH2:13][CH3:14].CO. The product is [OH:1][C:2]1[CH:3]=[N:4][C:5]([NH:8][C:9](=[O:15])[CH2:10][CH2:11][CH2:12][CH2:13][CH3:14])=[N:6][CH:7]=1. (6) The reactants are C([NH:5][S:6]([C:9]1[CH:10]=[C:11]([C:15]2[CH:20]=[CH:19][CH:18]=[C:17]([C:21]3[N:26]=[C:25]([CH3:27])[CH:24]=[C:23]([C:28]4[CH:29]=[N:30][C:31]([C:34]([F:37])([F:36])[F:35])=[CH:32][CH:33]=4)[N:22]=3)[CH:16]=2)[CH:12]=[CH:13][CH:14]=1)(=[O:8])=[O:7])(C)(C)C.C(O)(C(F)(F)F)=O. The catalyst is ClCCl. The product is [CH3:27][C:25]1[CH:24]=[C:23]([C:28]2[CH:29]=[N:30][C:31]([C:34]([F:36])([F:37])[F:35])=[CH:32][CH:33]=2)[N:22]=[C:21]([C:17]2[CH:16]=[C:15]([C:11]3[CH:12]=[CH:13][CH:14]=[C:9]([S:6]([NH2:5])(=[O:8])=[O:7])[CH:10]=3)[CH:20]=[CH:19][CH:18]=2)[N:26]=1. The yield is 0.340. (7) The reactants are [CH:1]1([C:4]([NH:6][NH:7][C:8]([C:10]2[CH:11]=[N:12][N:13]3[CH:18]=[CH:17][C:16]([N:19]4[CH2:23][CH2:22][CH2:21][CH:20]4[C:24]4[CH:29]=[C:28]([F:30])[CH:27]=[CH:26]C=4F)=[N:15][C:14]=23)=[O:9])=O)[CH2:3][CH2:2]1.N1C=CC=CC=1.S(OS([C:49]([F:52])(F)F)(=O)=O)(C(F)(F)F)(=O)=O. The catalyst is C(Cl)Cl. The product is [CH:1]1([C:4]2[O:9][C:8]([C:10]3[CH:11]=[N:12][N:13]4[CH:18]=[CH:17][C:16]([N:19]5[CH2:23][CH2:22][CH2:21][CH:20]5[C:24]5[CH:29]=[C:28]([F:30])[CH:27]=[CH:26][C:49]=5[F:52])=[N:15][C:14]=34)=[N:7][N:6]=2)[CH2:3][CH2:2]1. The yield is 0.510.